From a dataset of Peptide-MHC class II binding affinity with 134,281 pairs from IEDB. Regression. Given a peptide amino acid sequence and an MHC pseudo amino acid sequence, predict their binding affinity value. This is MHC class II binding data. (1) The peptide sequence is KELKGAYVYFASDAS. The MHC is HLA-DPA10201-DPB10101 with pseudo-sequence HLA-DPA10201-DPB10101. The binding affinity (normalized) is 0.519. (2) The peptide sequence is FTVQKGSDPKKLVLN. The MHC is DRB1_1201 with pseudo-sequence DRB1_1201. The binding affinity (normalized) is 0.0620. (3) The peptide sequence is ALSRVHSMFLGTGGS. The MHC is DRB3_0202 with pseudo-sequence DRB3_0202. The binding affinity (normalized) is 0. (4) The peptide sequence is AVLVATNFFGINTIP. The MHC is DRB1_1001 with pseudo-sequence DRB1_1001. The binding affinity (normalized) is 0.537.